Dataset: Experimentally validated miRNA-target interactions with 360,000+ pairs, plus equal number of negative samples. Task: Binary Classification. Given a miRNA mature sequence and a target amino acid sequence, predict their likelihood of interaction. (1) The miRNA is mmu-miR-3079-3p with sequence CAGGCUCAUCAGAUGAAAGUC. The protein sequence of the target gene is MKITRQKHAKKHLGFFRNNFGVREPYQILLDGTFCQAALRGRIQLRDQLPRYLMGETQLCTTRCVLKELETLGKELYGAKLIAQKCQVRNCPHFKSPVSGSECLLSMVDEGNPHHYFVATQDQNLSVKVKRTPGIPLMFIIQNTIVLDKPSPRTVAFVKAVEAGQLVSVHEKQSIKQLKEEQGLVRNPDLRRRRRKKKKVGGPNPLSCLKKKKKAQDTKSPASEKKRKRKRIRNRSTLKVSSEQQGAEG. Result: 1 (interaction). (2) The miRNA is mmu-miR-875-5p with sequence UAUACCUCAGUUUUAUCAGGUG. The protein sequence of the target gene is MKKQFNRMRQLANQTVGRAEKTEVLSEDLLQVEKRLELVKQVSHSTHKKLTACLQGQQGAEADKRSKKLPLTTLAQCLMEGSAILGDDTLLGKMLKLCGETEDKLAQELIHFELQVERDVIEPLFLLAEVEIPNIQKQRKHLAKLVLDMDSSRTRWQQTSKSSGLSSSLQPAGAKADALREEMEEAANRVEICRDQLSADMYSFVAKEIDYANYFQTLIEVQAEYHRKSLTLLQAVLPQIKAQQEAWVEKPSFGKPLEEHLTISGREIAFPIEACVTMLLECGMQEEGLFRVAPSASKLK.... Result: 0 (no interaction).